From a dataset of NCI-60 drug combinations with 297,098 pairs across 59 cell lines. Regression. Given two drug SMILES strings and cell line genomic features, predict the synergy score measuring deviation from expected non-interaction effect. Drug 1: CCC1=CC2CC(C3=C(CN(C2)C1)C4=CC=CC=C4N3)(C5=C(C=C6C(=C5)C78CCN9C7C(C=CC9)(C(C(C8N6C)(C(=O)OC)O)OC(=O)C)CC)OC)C(=O)OC.C(C(C(=O)O)O)(C(=O)O)O. Drug 2: CC1=CC2C(CCC3(C2CCC3(C(=O)C)OC(=O)C)C)C4(C1=CC(=O)CC4)C. Cell line: OVCAR-5. Synergy scores: CSS=50.8, Synergy_ZIP=1.58, Synergy_Bliss=2.46, Synergy_Loewe=-53.1, Synergy_HSA=-0.208.